Dataset: Reaction yield outcomes from USPTO patents with 853,638 reactions. Task: Predict the reaction yield, written as a fraction of the theoretical maximum amount of product (1.0 means a 100% yield; for example, 0.34 means a 34% yield). (1) The reactants are [O:1]1[C:5]2[CH:6]=[CH:7][CH:8]=[CH:9][C:4]=2[CH:3]=[C:2]1[C:10]1[N:14]2[N:15]=[C:16](Cl)[CH:17]=[CH:18][C:13]2=[N:12][CH:11]=1.Cl.Cl.[NH2:22][CH2:23][C@@H:24]([C:26]1[CH:27]=[N:28][CH:29]=[CH:30][CH:31]=1)[OH:25].C(=O)([O-])O.[Na+].[Cl-].[NH4+]. The catalyst is C(O)CCC. The product is [O:1]1[C:5]2[CH:6]=[CH:7][CH:8]=[CH:9][C:4]=2[CH:3]=[C:2]1[C:10]1[N:14]2[N:15]=[C:16]([NH:22][CH2:23][C@@H:24]([C:26]3[CH:27]=[N:28][CH:29]=[CH:30][CH:31]=3)[OH:25])[CH:17]=[CH:18][C:13]2=[N:12][CH:11]=1. The yield is 0.210. (2) The reactants are [CH:1]([C:3]1[CH:26]=[CH:25][C:6]([O:7][CH2:8][C:9]2[N:10]=[C:11]([C:15]3[S:19][C:18]([C:20]([O:22][CH2:23][CH3:24])=[O:21])=[CH:17][CH:16]=3)[O:12][C:13]=2[CH3:14])=[C:5]([O:27][CH3:28])[CH:4]=1)=[O:2].C(O)C.[BH4-].[Na+].O. The catalyst is O1CCCC1. The product is [OH:2][CH2:1][C:3]1[CH:26]=[CH:25][C:6]([O:7][CH2:8][C:9]2[N:10]=[C:11]([C:15]3[S:19][C:18]([C:20]([O:22][CH2:23][CH3:24])=[O:21])=[CH:17][CH:16]=3)[O:12][C:13]=2[CH3:14])=[C:5]([O:27][CH3:28])[CH:4]=1. The yield is 0.920. (3) The reactants are [NH2:1][C:2]1[N:7]=[CH:6][C:5]([N:8]2[CH2:21][C:10]3([CH2:13][N:12]([C:14]([O:16][C:17]([CH3:20])([CH3:19])[CH3:18])=[O:15])[CH2:11]3)[CH2:9]2)=[CH:4][CH:3]=1.Br[C:23]1[C:24](=[O:31])[N:25]([CH3:30])[N:26]=[C:27]([Cl:29])[CH:28]=1.CC1(C)C2C(=C(P(C3C=CC=CC=3)C3C=CC=CC=3)C=CC=2)OC2C(P(C3C=CC=CC=3)C3C=CC=CC=3)=CC=CC1=2.C([O-])([O-])=O.[Cs+].[Cs+]. The catalyst is C(Cl)Cl.[O-]S([O-])(=O)=O.[Na+].[Na+].C1C=CC(/C=C/C(/C=C/C2C=CC=CC=2)=O)=CC=1.C1C=CC(/C=C/C(/C=C/C2C=CC=CC=2)=O)=CC=1.C1C=CC(/C=C/C(/C=C/C2C=CC=CC=2)=O)=CC=1.[Pd].[Pd].O1CCOCC1. The product is [C:17]([O:16][C:14]([N:12]1[CH2:13][C:10]2([CH2:9][N:8]([C:5]3[CH:6]=[N:7][C:2]([NH:1][C:23]4[C:24](=[O:31])[N:25]([CH3:30])[N:26]=[C:27]([Cl:29])[CH:28]=4)=[CH:3][CH:4]=3)[CH2:21]2)[CH2:11]1)=[O:15])([CH3:18])([CH3:20])[CH3:19]. The yield is 0.250. (4) The reactants are [OH:1]/[N:2]=[C:3](\[CH:5]=[CH:6]\[C:7]1[CH:12]=[CH:11][C:10]([N+:13]([O-:15])=[O:14])=[CH:9][CH:8]=1)/[CH3:4].[I-].[K+].II.C([O-])(O)=O.[Na+]. The catalyst is O.O1CCCC1. The product is [CH3:4][C:3]1[CH:5]=[C:6]([C:7]2[CH:12]=[CH:11][C:10]([N+:13]([O-:15])=[O:14])=[CH:9][CH:8]=2)[O:1][N:2]=1. The yield is 0.626. (5) The reactants are O[CH2:2][C:3]([C:5]1[CH:10]=[CH:9][CH:8]=[CH:7][CH:6]=1)=[O:4].N1[CH:16]=[CH:15][CH:14]=[C:13]([CH:17]=O)[CH:12]=1.O([CH3:21])[Na]. The catalyst is C1COCC1. The product is [C:13]1([CH:17]=[CH:2][C:3]([C:5]2[CH:10]=[CH:9][CH:8]=[CH:7][CH:6]=2)=[O:4])[CH:14]=[CH:15][CH:16]=[CH:21][CH:12]=1. The yield is 0.570. (6) The reactants are [NH2:1][C:2]1[S:3][C:4]([C:21](=[O:23])[CH3:22])=[C:5]([C:7]2[CH:8]=[N:9][N:10]([CH2:12][C:13]3[CH:18]=[CH:17][C:16]([O:19][CH3:20])=[CH:15][CH:14]=3)[CH:11]=2)[N:6]=1.Br[C:25]1[N:30]=[C:29]([CH3:31])[CH:28]=[CH:27][N:26]=1.CC1(C)C2C=CC=C(P(C3C=CC=CC=3)C3C=CC=CC=3)C=2OC2C1=CC=CC=2P(C1C=CC=CC=1)C1C=CC=CC=1.C([O-])([O-])=O.[Cs+].[Cs+]. The catalyst is O1CCOCC1.CC([O-])=O.CC([O-])=O.[Pd+2]. The product is [CH3:20][O:19][C:16]1[CH:15]=[CH:14][C:13]([CH2:12][N:10]2[CH:11]=[C:7]([C:5]3[N:6]=[C:2]([NH:1][C:25]4[N:30]=[C:29]([CH3:31])[CH:28]=[CH:27][N:26]=4)[S:3][C:4]=3[C:21](=[O:23])[CH3:22])[CH:8]=[N:9]2)=[CH:18][CH:17]=1. The yield is 0.370. (7) The reactants are Br[C:2]1[CH:10]=[CH:9][C:8]([C:11]#[N:12])=[C:7]2[C:3]=1[C:4]([CH3:14])=[C:5]([CH3:13])[NH:6]2.[NH:15]1[CH2:20][CH2:19][CH2:18][C@H:17]([NH:21][C:22](=[O:31])[O:23][CH2:24][C:25]2[CH:30]=[CH:29][CH:28]=[CH:27][CH:26]=2)[CH2:16]1.C([O-])([O-])=O.[Cs+].[Cs+]. The catalyst is O1CCOCC1.C1C=CC(/C=C/C(/C=C/C2C=CC=CC=2)=O)=CC=1.C1C=CC(/C=C/C(/C=C/C2C=CC=CC=2)=O)=CC=1.C1C=CC(/C=C/C(/C=C/C2C=CC=CC=2)=O)=CC=1.[Pd].[Pd].C1(P(C2C=CC=CC=2)C2C=CC3C(=CC=CC=3)C=2C2C3C(=CC=CC=3)C=CC=2P(C2C=CC=CC=2)C2C=CC=CC=2)C=CC=CC=1. The product is [C:11]([C:8]1[CH:9]=[CH:10][C:2]([N:15]2[CH2:20][CH2:19][CH2:18][C@H:17]([NH:21][C:22](=[O:31])[O:23][CH2:24][C:25]3[CH:30]=[CH:29][CH:28]=[CH:27][CH:26]=3)[CH2:16]2)=[C:3]2[C:7]=1[NH:6][C:5]([CH3:13])=[C:4]2[CH3:14])#[N:12]. The yield is 0.530. (8) The product is [CH3:2][N:3]([CH3:36])[C@@H:4]1[CH2:8][CH2:7][N:6]([C:9]2[CH:18]=[C:17]3[C:12]([C:13](=[O:27])[NH:14][CH:15]=[N:16]3)=[C:11]([O:28][CH:29]3[CH2:34][CH2:33][N:32]([CH3:35])[CH2:31][CH2:30]3)[CH:10]=2)[CH2:5]1. The reactants are N.[CH3:2][N:3]([CH3:36])[C@@H:4]1[CH2:8][CH2:7][N:6]([C:9]2[CH:18]=[C:17]3[C:12]([C:13](=[O:27])[N:14](COC(=O)C(C)(C)C)[CH:15]=[N:16]3)=[C:11]([O:28][CH:29]3[CH2:34][CH2:33][N:32]([CH3:35])[CH2:31][CH2:30]3)[CH:10]=2)[CH2:5]1. The catalyst is CO. The yield is 0.660. (9) The reactants are [N+:1]([C:4]1[CH:13]=[C:12]2[C:7]([CH2:8][CH2:9][CH2:10][C:11]2=O)=[CH:6][CH:5]=1)([O-:3])=[O:2].[NH2:15][OH:16]. The catalyst is N1C=CC=CC=1. The product is [N+:1]([C:4]1[CH:13]=[C:12]2[C:7]([CH2:8][CH2:9][CH2:10][C:11]2=[N:15][OH:16])=[CH:6][CH:5]=1)([O-:3])=[O:2]. The yield is 0.880.